From a dataset of Full USPTO retrosynthesis dataset with 1.9M reactions from patents (1976-2016). Predict the reactants needed to synthesize the given product. Given the product [Cl:22][C:18]1[CH:17]=[C:16]([C@H:11]([N:9]2[C:10]3[C:6](=[CH:5][CH:4]=[CH:3][C:2]=3[F:1])[C:7]([CH3:25])([CH3:24])[C:8]2=[O:23])[C@H:12]([OH:15])[CH2:13][NH:37][CH3:38])[CH:21]=[CH:20][CH:19]=1, predict the reactants needed to synthesize it. The reactants are: [F:1][C:2]1[CH:3]=[CH:4][CH:5]=[C:6]2[C:10]=1[N:9]([C@@H:11]([C:16]1[CH:21]=[CH:20][CH:19]=[C:18]([Cl:22])[CH:17]=1)[C@H:12]([OH:15])[CH2:13]O)[C:8](=[O:23])[C:7]2([CH3:25])[CH3:24].C1(C)C(S(Cl)(=O)=O)=CC=CC=1.[N:37]1C=CC=C[CH:38]=1.